This data is from Reaction yield outcomes from USPTO patents with 853,638 reactions. The task is: Predict the reaction yield, written as a fraction of the theoretical maximum amount of product (1.0 means a 100% yield; for example, 0.34 means a 34% yield). (1) The yield is 0.0970. The catalyst is CCOC(C)=O.C(Cl)Cl.CN(C=O)C. The product is [C:13]1([C@H:11]([O:10][C:8](=[O:9])[NH:7][C:6]2[N:5]([C:19]3[CH:20]=[CH:21][C:22]([C:25]4[CH:30]=[CH:29][C:28]([C:31]5([C:34]([NH:47][S:44]([CH3:43])(=[O:46])=[O:45])=[O:35])[CH2:33][CH2:32]5)=[CH:27][CH:26]=4)=[CH:23][CH:24]=3)[N:4]=[N:3][C:2]=2[CH3:1])[CH3:12])[CH:18]=[CH:17][CH:16]=[CH:15][CH:14]=1. The reactants are [CH3:1][C:2]1[N:3]=[N:4][N:5]([C:19]2[CH:24]=[CH:23][C:22]([C:25]3[CH:30]=[CH:29][C:28]([C:31]4([C:34](O)=[O:35])[CH2:33][CH2:32]4)=[CH:27][CH:26]=3)=[CH:21][CH:20]=2)[C:6]=1[NH:7][C:8]([O:10][C@@H:11]([C:13]1[CH:18]=[CH:17][CH:16]=[CH:15][CH:14]=1)[CH3:12])=[O:9].C(Cl)(=O)C(Cl)=O.[CH3:43][S:44]([NH2:47])(=[O:46])=[O:45].[H-].[Na+]. (2) The reactants are Br[C:2]1[C:3]([O:15][C:16]2[CH:21]=[CH:20][CH:19]=[CH:18][CH:17]=2)=[CH:4][C:5](=[O:14])[N:6]([C:8]2[CH:13]=[CH:12][CH:11]=[CH:10][CH:9]=2)[N:7]=1.COCCOC.[CH3:28][N:29]1[CH:33]=[C:32](B2OC(C)(C)C(C)(C)O2)[CH:31]=[N:30]1.C([O-])(O)=O.[Na+]. The catalyst is O.C1C=CC([P]([Pd]([P](C2C=CC=CC=2)(C2C=CC=CC=2)C2C=CC=CC=2)([P](C2C=CC=CC=2)(C2C=CC=CC=2)C2C=CC=CC=2)[P](C2C=CC=CC=2)(C2C=CC=CC=2)C2C=CC=CC=2)(C2C=CC=CC=2)C2C=CC=CC=2)=CC=1. The product is [CH3:28][N:29]1[CH:33]=[C:32]([C:2]2[C:3]([O:15][C:16]3[CH:21]=[CH:20][CH:19]=[CH:18][CH:17]=3)=[CH:4][C:5](=[O:14])[N:6]([C:8]3[CH:13]=[CH:12][CH:11]=[CH:10][CH:9]=3)[N:7]=2)[CH:31]=[N:30]1. The yield is 0.290. (3) The product is [F:25][C:22]([F:23])([F:24])[S:19]([N-:18][S:15]([C:11]([F:12])([F:13])[F:14])(=[O:16])=[O:17])(=[O:20])=[O:21].[CH2:2]([N+:4]([CH2:7][CH2:8][OH:9])([CH3:6])[CH3:5])[CH3:3]. The reactants are [Br-].[CH2:2]([N+:4]([CH2:7][CH2:8][OH:9])([CH3:6])[CH3:5])[CH3:3].[Li+].[C:11]([S:15]([N-:18][S:19]([C:22]([F:25])([F:24])[F:23])(=[O:21])=[O:20])(=[O:17])=[O:16])([F:14])([F:13])[F:12]. The yield is 0.670. The catalyst is O. (4) The reactants are [CH3:1][C:2]1[C:10]2[C:5](=[N:6][CH:7]=[C:8]([CH:11]=[N:12][NH:13][C:14]([NH2:16])=[S:15])[CH:9]=2)[NH:4][N:3]=1.[C:17](OC(=O)C)(=[O:19])[CH3:18]. No catalyst specified. The product is [C:17]([NH:16][C:14](=[N:13]/[N:12]=[CH:11]/[C:8]1[CH:9]=[C:10]2[C:2]([CH3:1])=[N:3][NH:4][C:5]2=[N:6][CH:7]=1)[SH:15])(=[O:19])[CH3:18]. The yield is 1.00. (5) The reactants are [C:1]1([CH3:14])[CH:6]=[CH:5][CH:4]=[C:3]([C:7]2([C:10]([F:13])([F:12])[F:11])[NH:9][NH:8]2)[CH:2]=1.C(N(CC)CC)C.ClOC(C)(C)C.S([O-])([O-])=O.[Na+].[Na+]. The catalyst is C(O)C. The product is [C:1]1([CH3:14])[CH:6]=[CH:5][CH:4]=[C:3]([C:7]2([C:10]([F:11])([F:13])[F:12])[N:9]=[N:8]2)[CH:2]=1. The yield is 0.800. (6) The reactants are [CH3:1][C:2]1[CH:7]=[C:6]([CH3:8])[N:5]2[N:9]=[C:10]([SH:12])[N:11]=[C:4]2[N:3]=1.[Cl:13][C:14]1[CH:15]=[C:16]([CH:21]=[CH:22][C:23]=1[F:24])[O:17][CH2:18][CH2:19][Br:20].ClC1C=CC(OCCBr)=CC=1F.ClC1C=C(O)C=CC=1F.BrCCBr. No catalyst specified. The product is [Cl:13][C:14]1[CH:15]=[C:16]([CH:21]=[CH:22][C:23]=1[F:24])[O:17][CH2:18][CH2:19][S:12][C:10]1[N:11]=[C:4]2[N:3]=[C:2]([CH3:1])[CH:7]=[C:6]([CH3:8])[N:5]2[N:9]=1.[Cl:13][C:14]1[CH:15]=[C:16]([CH:21]=[CH:22][C:23]=1[F:24])[O:17][CH2:18][CH2:19][Br:20]. The yield is 0.810.